Dataset: Peptide-MHC class I binding affinity with 185,985 pairs from IEDB/IMGT. Task: Regression. Given a peptide amino acid sequence and an MHC pseudo amino acid sequence, predict their binding affinity value. This is MHC class I binding data. (1) The peptide sequence is SDLPNNFSI. The MHC is H-2-Kd with pseudo-sequence H-2-Kd. The binding affinity (normalized) is 0.207. (2) The peptide sequence is AGVASADPV. The MHC is HLA-B15:01 with pseudo-sequence HLA-B15:01. The binding affinity (normalized) is 0.548.